Dataset: Full USPTO retrosynthesis dataset with 1.9M reactions from patents (1976-2016). Task: Predict the reactants needed to synthesize the given product. (1) Given the product [CH3:1][O:2][C:3]1[CH:8]=[CH:7][C:6]([N:9]2[C:13]3[C:14](=[O:31])[N:15]([C:18]4[CH:19]=[CH:20][C:21]([N:24]5[CH:29]=[CH:28][CH:27]=[CH:26][C:25]5=[O:30])=[CH:22][CH:23]=4)[CH2:16][CH2:17][C:12]=3[C:11]([C:32]([OH:34])=[O:33])=[N:10]2)=[CH:5][CH:4]=1, predict the reactants needed to synthesize it. The reactants are: [CH3:1][O:2][C:3]1[CH:8]=[CH:7][C:6]([N:9]2[C:13]3[C:14](=[O:31])[N:15]([C:18]4[CH:23]=[CH:22][C:21]([N:24]5[CH:29]=[CH:28][CH:27]=[CH:26][C:25]5=[O:30])=[CH:20][CH:19]=4)[CH2:16][CH2:17][C:12]=3[C:11]([C:32]([O:34]CC)=[O:33])=[N:10]2)=[CH:5][CH:4]=1.[OH-].[Li+].CO.Cl. (2) Given the product [CH3:1][O:2][C:3]1[CH:4]=[C:5]2[C:10](=[CH:11][C:12]=1[O:13][CH3:14])[N:9]=[CH:8][CH:7]=[C:6]2[O:15][C:16]1[CH:22]=[CH:21][C:19]([NH:20][C:38](=[O:40])[O:55][CH:53]([C:52]2[CH:56]=[CH:57][CH:58]=[C:50]([Br:49])[CH:51]=2)[CH3:54])=[CH:18][CH:17]=1, predict the reactants needed to synthesize it. The reactants are: [CH3:1][O:2][C:3]1[CH:4]=[C:5]2[C:10](=[CH:11][C:12]=1[O:13][CH3:14])[N:9]=[CH:8][CH:7]=[C:6]2[O:15][C:16]1[CH:22]=[CH:21][C:19]([NH2:20])=[CH:18][CH:17]=1.C1(C)C=CC=CC=1.C(N(CC)CC)C.Cl[C:38](Cl)([O:40]C(=O)OC(Cl)(Cl)Cl)Cl.[Br:49][C:50]1[CH:51]=[C:52]([CH:56]=[CH:57][CH:58]=1)[CH:53]([OH:55])[CH3:54]. (3) The reactants are: [CH3:1][C:2]1[N:20]([CH2:21][C:22]2[CH:27]=[CH:26][CH:25]=[C:24]([C:28]([F:31])([F:30])[F:29])[C:23]=2[CH3:32])[C:5]2=[N:6][C:7]([N:14]3[CH2:19][CH2:18][O:17][CH2:16][CH2:15]3)=[CH:8][C:9]([C:10]([O:12]C)=[O:11])=[C:4]2[N:3]=1. Given the product [CH3:1][C:2]1[N:20]([CH2:21][C:22]2[CH:27]=[CH:26][CH:25]=[C:24]([C:28]([F:31])([F:29])[F:30])[C:23]=2[CH3:32])[C:5]2=[N:6][C:7]([N:14]3[CH2:15][CH2:16][O:17][CH2:18][CH2:19]3)=[CH:8][C:9]([C:10]([OH:12])=[O:11])=[C:4]2[N:3]=1, predict the reactants needed to synthesize it. (4) The reactants are: [N:1]1[C:10]2[C:5](=[CH:6][CH:7]=[CH:8][CH:9]=2)[CH:4]=[C:3]([O:11][C:12]2[CH:17]=[CH:16][CH:15]=[CH:14][C:13]=2[C:18](=O)[CH3:19])[CH:2]=1.Cl.[NH2:22][OH:23].Cl. Given the product [N:1]1[C:10]2[C:5](=[CH:6][CH:7]=[CH:8][CH:9]=2)[CH:4]=[C:3]([O:11][C:12]2[CH:17]=[CH:16][CH:15]=[CH:14][C:13]=2[C:18](=[N:22][OH:23])[CH3:19])[CH:2]=1, predict the reactants needed to synthesize it. (5) The reactants are: [H-].[Na+].CC1C=CC(S(O[CH2:14][C@@H:15]2[O:17][CH2:16]2)(=O)=O)=CC=1.[F:18][C:19]1[CH:34]=[CH:33][C:22]2[C:23]([C:26]3[CH:27]=[C:28]([OH:32])[CH:29]=[CH:30][CH:31]=3)=[N:24][O:25][C:21]=2[CH:20]=1. Given the product [F:18][C:19]1[CH:34]=[CH:33][C:22]2[C:23]([C:26]3[CH:31]=[CH:30][CH:29]=[C:28]([O:32][CH2:14][C@H:15]4[CH2:16][O:17]4)[CH:27]=3)=[N:24][O:25][C:21]=2[CH:20]=1, predict the reactants needed to synthesize it. (6) Given the product [O:26]=[C:25]1[C:19]2[CH:18]=[CH:17][C:16]([N:15]3[CH2:14][C@H:13]([CH2:28][O:1][C:2]4[CH:7]=[CH:6][CH:5]=[CH:4][N:3]=4)[O:12][C:11]3=[O:10])=[CH:27][C:20]=2[CH2:21][CH2:22][CH2:23][CH2:24]1, predict the reactants needed to synthesize it. The reactants are: [OH:1][C:2]1[CH:7]=[CH:6][CH:5]=[CH:4][N:3]=1.[H-].[Na+].[O:10]=[C:11]1[N:15]([C:16]2[CH:17]=[CH:18][C:19]3[C:25](=[O:26])[CH2:24][CH2:23][CH2:22][CH2:21][C:20]=3[CH:27]=2)[CH2:14][C@H:13]([CH2:28]OS(C)(=O)=O)[O:12]1.Cl.